This data is from NCI-60 drug combinations with 297,098 pairs across 59 cell lines. The task is: Regression. Given two drug SMILES strings and cell line genomic features, predict the synergy score measuring deviation from expected non-interaction effect. (1) Drug 1: CCCS(=O)(=O)NC1=C(C(=C(C=C1)F)C(=O)C2=CNC3=C2C=C(C=N3)C4=CC=C(C=C4)Cl)F. Drug 2: CS(=O)(=O)OCCCCOS(=O)(=O)C. Cell line: HS 578T. Synergy scores: CSS=-9.74, Synergy_ZIP=1.68, Synergy_Bliss=-1.47, Synergy_Loewe=-10.6, Synergy_HSA=-8.76. (2) Drug 1: CC1CCC2CC(C(=CC=CC=CC(CC(C(=O)C(C(C(=CC(C(=O)CC(OC(=O)C3CCCCN3C(=O)C(=O)C1(O2)O)C(C)CC4CCC(C(C4)OC)O)C)C)O)OC)C)C)C)OC. Drug 2: CCCCC(=O)OCC(=O)C1(CC(C2=C(C1)C(=C3C(=C2O)C(=O)C4=C(C3=O)C=CC=C4OC)O)OC5CC(C(C(O5)C)O)NC(=O)C(F)(F)F)O. Cell line: CAKI-1. Synergy scores: CSS=47.1, Synergy_ZIP=-2.41, Synergy_Bliss=-2.62, Synergy_Loewe=-0.451, Synergy_HSA=-0.387. (3) Drug 1: COC1=C(C=C2C(=C1)N=CN=C2NC3=CC(=C(C=C3)F)Cl)OCCCN4CCOCC4. Drug 2: CC1=C(C=C(C=C1)NC(=O)C2=CC=C(C=C2)CN3CCN(CC3)C)NC4=NC=CC(=N4)C5=CN=CC=C5. Cell line: CAKI-1. Synergy scores: CSS=44.9, Synergy_ZIP=10.5, Synergy_Bliss=6.43, Synergy_Loewe=-9.20, Synergy_HSA=1.78. (4) Synergy scores: CSS=38.6, Synergy_ZIP=-9.23, Synergy_Bliss=-2.77, Synergy_Loewe=-1.95, Synergy_HSA=1.50. Drug 2: CC1C(C(CC(O1)OC2CC(CC3=C2C(=C4C(=C3O)C(=O)C5=C(C4=O)C(=CC=C5)OC)O)(C(=O)CO)O)N)O.Cl. Cell line: OVCAR-8. Drug 1: C1=CC=C(C=C1)NC(=O)CCCCCCC(=O)NO. (5) Drug 1: C1=NNC2=C1C(=O)NC=N2. Drug 2: CCN(CC)CCCC(C)NC1=C2C=C(C=CC2=NC3=C1C=CC(=C3)Cl)OC. Cell line: 786-0. Synergy scores: CSS=18.1, Synergy_ZIP=-7.93, Synergy_Bliss=0.836, Synergy_Loewe=-24.0, Synergy_HSA=-1.19.